Dataset: Forward reaction prediction with 1.9M reactions from USPTO patents (1976-2016). Task: Predict the product of the given reaction. Given the reactants C([N:8]1[CH2:13][CH2:12][C:11]([CH2:15][NH:16][C:17]([N:19]2[C:27]3[C:22](=[CH:23][CH:24]=[CH:25][CH:26]=3)[C:21]([CH3:29])([CH3:28])[C:20]2=[O:30])=[O:18])([OH:14])[CH2:10][CH2:9]1)C1C=CC=CC=1, predict the reaction product. The product is: [OH:14][C:11]1([CH2:15][NH:16][C:17]([N:19]2[C:27]3[C:22](=[CH:23][CH:24]=[CH:25][CH:26]=3)[C:21]([CH3:28])([CH3:29])[C:20]2=[O:30])=[O:18])[CH2:12][CH2:13][NH:8][CH2:9][CH2:10]1.